The task is: Predict the reactants needed to synthesize the given product.. This data is from Full USPTO retrosynthesis dataset with 1.9M reactions from patents (1976-2016). Given the product [C:25]1([C:24](=[N:37][C:2]2[CH:3]=[CH:4][C:5]3[O:9][N:8]=[C:7]([CH:10]4[CH2:15][CH2:14][N:13]([C:16]([O:18][C:19]([CH3:22])([CH3:21])[CH3:20])=[O:17])[CH2:12][CH2:11]4)[C:6]=3[CH:23]=2)[C:31]2[CH:32]=[CH:33][CH:34]=[CH:35][CH:36]=2)[CH:30]=[CH:29][CH:28]=[CH:27][CH:26]=1, predict the reactants needed to synthesize it. The reactants are: Br[C:2]1[CH:3]=[CH:4][C:5]2[O:9][N:8]=[C:7]([CH:10]3[CH2:15][CH2:14][N:13]([C:16]([O:18][C:19]([CH3:22])([CH3:21])[CH3:20])=[O:17])[CH2:12][CH2:11]3)[C:6]=2[CH:23]=1.[C:24](=[NH:37])([C:31]1[CH:36]=[CH:35][CH:34]=[CH:33][CH:32]=1)[C:25]1[CH:30]=[CH:29][CH:28]=[CH:27][CH:26]=1.CC(C)([O-])C.[Na+].C1(P(C2C=CC=CC=2)C2C=CC3C(=CC=CC=3)C=2C2C3C(=CC=CC=3)C=CC=2P(C2C=CC=CC=2)C2C=CC=CC=2)C=CC=CC=1.